This data is from Forward reaction prediction with 1.9M reactions from USPTO patents (1976-2016). The task is: Predict the product of the given reaction. (1) Given the reactants [CH3:1][C@@H:2]1[CH2:7][CH2:6][C@H:5]([CH2:8][O:9][C:10]2[CH:15]=[CH:14][C:13]([C:16]([F:19])([F:18])[F:17])=[CH:12][CH:11]=2)[CH2:4][N:3]1C(OC(C)(C)C)=O.Cl.CCOCC, predict the reaction product. The product is: [CH3:1][C@@H:2]1[CH2:7][CH2:6][C@H:5]([CH2:8][O:9][C:10]2[CH:15]=[CH:14][C:13]([C:16]([F:18])([F:17])[F:19])=[CH:12][CH:11]=2)[CH2:4][NH:3]1. (2) Given the reactants [NH2:1][C:2](=[N:13][OH:14])[C:3]1[CH:4]=[C:5]([CH:10]=[CH:11][CH:12]=1)[C:6](OC)=O.[C:15](C1C=C2C(=CC=1)NC=C2)#[N:16], predict the reaction product. The product is: [OH:14][N:13]=[C:2]([C:3]1[CH:4]=[C:5]2[C:10](=[CH:11][CH:12]=1)[NH:16][CH:15]=[CH:6]2)[NH2:1]. (3) The product is: [NH2:13][C:7]1[N:6]=[C:5]([C:3]([NH2:14])=[O:2])[CH:10]=[C:9]([S:11][CH3:12])[CH:8]=1. Given the reactants C[O:2][C:3]([C:5]1[CH:10]=[C:9]([S:11][CH3:12])[CH:8]=[C:7]([NH2:13])[N:6]=1)=O.[NH3:14], predict the reaction product.